Dataset: Catalyst prediction with 721,799 reactions and 888 catalyst types from USPTO. Task: Predict which catalyst facilitates the given reaction. (1) Reactant: [Cl:1][C:2]1[CH:7]=[CH:6][C:5]([N:8]2[CH:12]=[CH:11][C:10]([O:13][CH2:14]/[CH:15]=[C:16](\[Sn](CCCC)(CCCC)CCCC)/[CH3:17])=[N:9]2)=[CH:4][CH:3]=1.[I:31]I. Product: [Cl:1][C:2]1[CH:7]=[CH:6][C:5]([N:8]2[CH:12]=[CH:11][C:10]([O:13][CH2:14]/[CH:15]=[C:16](\[I:31])/[CH3:17])=[N:9]2)=[CH:4][CH:3]=1. The catalyst class is: 2. (2) Reactant: [OH:1][C:2]1[CH:29]=[CH:28][CH:27]=[CH:26][C:3]=1[CH2:4][NH:5][C:6]([NH:8][C:9]1[N:13]([C:14]2[CH:19]=[CH:18][C:17]([CH3:20])=[CH:16][CH:15]=2)[N:12]=[C:11]([C:21]([CH2:24][CH3:25])([CH3:23])[CH3:22])[CH:10]=1)=[O:7].[Cl:30][C:31]1[N:36]=[C:35](Cl)[CH:34]=[CH:33][N:32]=1.[OH-].[Na+]. Product: [Cl:30][C:31]1[N:36]=[C:35]([O:1][C:2]2[CH:29]=[CH:28][CH:27]=[CH:26][C:3]=2[CH2:4][NH:5][C:6]([NH:8][C:9]2[N:13]([C:14]3[CH:19]=[CH:18][C:17]([CH3:20])=[CH:16][CH:15]=3)[N:12]=[C:11]([C:21]([CH2:24][CH3:25])([CH3:23])[CH3:22])[CH:10]=2)=[O:7])[CH:34]=[CH:33][N:32]=1. The catalyst class is: 21. (3) Reactant: [F:1][C:2]([F:11])([F:10])[C:3]1[O:7][N:6]=[C:5]([CH2:8]O)[CH:4]=1.C1(P(C2C=CC=CC=2)C2C=CC=CC=2)C=CC=CC=1.C(Br)(Br)(Br)[Br:32]. Product: [Br:32][CH2:8][C:5]1[CH:4]=[C:3]([C:2]([F:11])([F:10])[F:1])[O:7][N:6]=1. The catalyst class is: 27. (4) Product: [Cl:16][C:15]1[C:10]2[N:9]([C:19]3[C:24]([F:25])=[CH:23][CH:22]=[CH:21][C:20]=3[F:26])[N:8]=[C:7]([C:37]3[CH:49]=[CH:48][C:40]([O:41][CH2:42][C:43]([OH:45])=[O:44])=[CH:39][CH:38]=3)[C:11]=2[C:12]([O:17][CH3:18])=[N:13][CH:14]=1. The catalyst class is: 18. Reactant: FC(F)(F)S(O[C:7]1[C:11]2[C:12]([O:17][CH3:18])=[N:13][CH:14]=[C:15]([Cl:16])[C:10]=2[N:9]([C:19]2[C:24]([F:25])=[CH:23][CH:22]=[CH:21][C:20]=2[F:26])[N:8]=1)(=O)=O.CC1(C)C(C)(C)OB([C:37]2[CH:49]=[CH:48][C:40]([O:41][CH2:42][C:43]([O:45]CC)=[O:44])=[CH:39][CH:38]=2)O1.C(=O)([O-])[O-].[Cs+].[Cs+]. (5) The catalyst class is: 151. Product: [Cl:1][C:2]1[C:7]([O:8][CH3:9])=[CH:6][C:5]([O:10][CH3:11])=[C:4]([Cl:12])[C:3]=1[C:13]1[N:18]=[CH:17][C:16]2[C:19](/[CH:28]=[CH:29]/[C:31]3[CH:32]=[N:33][N:34]([CH2:36][CH2:37][O:38][CH:39]4[CH2:44][CH2:43][CH2:42][CH2:41][O:40]4)[CH:35]=3)=[N:20][N:21]([CH:22]3[CH2:27][CH2:26][CH2:25][CH2:24][O:23]3)[C:15]=2[CH:14]=1. Reactant: [Cl:1][C:2]1[C:7]([O:8][CH3:9])=[CH:6][C:5]([O:10][CH3:11])=[C:4]([Cl:12])[C:3]=1[C:13]1[N:18]=[CH:17][C:16]2[C:19]([CH:28]=[CH2:29])=[N:20][N:21]([CH:22]3[CH2:27][CH2:26][CH2:25][CH2:24][O:23]3)[C:15]=2[CH:14]=1.I[C:31]1[CH:32]=[N:33][N:34]([CH2:36][CH2:37][O:38][CH:39]2[CH2:44][CH2:43][CH2:42][CH2:41][O:40]2)[CH:35]=1.ClCCl.O.